From a dataset of Catalyst prediction with 721,799 reactions and 888 catalyst types from USPTO. Predict which catalyst facilitates the given reaction. (1) Reactant: [Br:1][C:2]1[CH:3]=[CH:4][C:5]([CH2:8][OH:9])=[N:6][CH:7]=1.C(N(CC)CC)C.[CH3:17][S:18](Cl)(=[O:20])=[O:19]. Product: [CH3:17][S:18]([O:9][CH2:8][C:5]1[CH:4]=[CH:3][C:2]([Br:1])=[CH:7][N:6]=1)(=[O:20])=[O:19]. The catalyst class is: 4. (2) Reactant: [N:1]1([C:15]([O:17][C:18]([CH3:21])([CH3:20])[CH3:19])=[O:16])[CH2:6][C@H:5]([C:7]([O:9]C)=[O:8])[CH2:4][C@@H:3]([C:11]([O:13][CH3:14])=[O:12])[CH2:2]1.O.[OH-].[Li+]. Product: [C:18]([O:17][C:15]([N:1]1[CH2:2][C@H:3]([C:11]([O:13][CH3:14])=[O:12])[CH2:4][C@@H:5]([C:7]([OH:9])=[O:8])[CH2:6]1)=[O:16])([CH3:21])([CH3:19])[CH3:20]. The catalyst class is: 57. (3) Reactant: [Cl:1][C:2]1[CH:3]=[C:4]2[C:10]([CH:11]=[N:12]O)=[CH:9][NH:8][C:5]2=[N:6][CH:7]=1.[BH4-].[Na+]. Product: [Cl:1][C:2]1[CH:3]=[C:4]2[C:10]([CH2:11][NH2:12])=[CH:9][NH:8][C:5]2=[N:6][CH:7]=1. The catalyst class is: 888.